From a dataset of Full USPTO retrosynthesis dataset with 1.9M reactions from patents (1976-2016). Predict the reactants needed to synthesize the given product. (1) Given the product [OH:22][C@@H:17]1[C@@H:16]([N:15]2[C:13](=[O:14])[C:3]3[C:2](=[C:11]4[CH:10]=[CH:9][CH:8]=[CH:7][C:6]4=[C:5]([B:28]4[O:32][C:31]([CH3:34])([CH3:33])[C:30]([CH3:36])([CH3:35])[O:29]4)[CH:4]=3)[N:1]=[CH:23]2)[CH2:21][CH2:20][O:19][CH2:18]1, predict the reactants needed to synthesize it. The reactants are: [NH2:1][C:2]1[C:11]2[C:6](=[CH:7][CH:8]=[CH:9][CH:10]=2)[C:5](Br)=[CH:4][C:3]=1[C:13]([NH:15][C@H:16]1[CH2:21][CH2:20][O:19][CH2:18][C@@H:17]1[OH:22])=[O:14].[C:23]([O-])(=O)C.[K+].[B:28]1([B:28]2[O:32][C:31]([CH3:34])([CH3:33])[C:30]([CH3:36])([CH3:35])[O:29]2)[O:32][C:31]([CH3:34])([CH3:33])[C:30]([CH3:36])([CH3:35])[O:29]1.ClCCl. (2) Given the product [CH2:15]([N:6]1[C:5](=[O:12])[O:4][C:2](=[O:3])[C:1]2=[CH:11][N:10]=[CH:9][CH:8]=[C:7]12)[CH:14]=[CH2:13], predict the reactants needed to synthesize it. The reactants are: [C:1]12[C:7](=[CH:8][CH:9]=[N:10][CH:11]=1)[NH:6][C:5](=[O:12])[O:4][C:2]2=[O:3].[CH2:13](Br)[CH:14]=[CH2:15].C(N(CC)CC)C.C(Cl)(Cl)Cl. (3) Given the product [Cl:8][C:7]1[C:6]([N:30]2[CH2:31][CH2:32][CH:27]([C:22]3[CH:23]=[CH:24][CH:25]=[CH:26][C:21]=3[CH3:33])[CH2:28][CH2:29]2)=[CH:5][N:4]=[N:3][C:2]=1[NH:40][NH2:41], predict the reactants needed to synthesize it. The reactants are: Cl[C:2]1[N:3]=[N:4][CH:5]=[C:6](Cl)[C:7]=1[Cl:8].CC1C=CC(S(O)(=O)=O)=CC=1.[C:21]1([CH3:33])[CH:26]=[CH:25][CH:24]=[CH:23][C:22]=1[CH:27]1[CH2:32][CH2:31][NH:30][CH2:29][CH2:28]1.C(=O)([O-])[O-].[K+].[K+].[NH2:40][NH2:41]. (4) Given the product [F:1][C:2]1[CH:7]=[C:6]([F:8])[CH:5]=[CH:4][C:3]=1[CH:9]([F:23])[CH:10]1[CH2:15][CH2:14][N:13]([C:16]([O:18][C:19]([CH3:21])([CH3:20])[CH3:22])=[O:17])[CH2:12][CH2:11]1.[ClH:24], predict the reactants needed to synthesize it. The reactants are: [F:1][C:2]1[CH:7]=[C:6]([F:8])[CH:5]=[CH:4][C:3]=1[C@H:9]([F:23])[CH:10]1[CH2:15][CH2:14][N:13]([C:16]([O:18][C:19]([CH3:22])([CH3:21])[CH3:20])=[O:17])[CH2:12][CH2:11]1.[ClH:24]. (5) Given the product [Cl:13][CH2:9][C:4]1[C:3]([CH2:15][Cl:17])=[CH:8][CH:7]=[CH:6][N:5]=1, predict the reactants needed to synthesize it. The reactants are: OC[C:3]1[C:4]([CH2:9]O)=[N:5][CH:6]=[CH:7][CH:8]=1.O=S(Cl)[Cl:13].[CH2:15]([Cl:17])Cl. (6) Given the product [Cl:1][C:2]1[CH:7]=[CH:6][C:5]([O:8][CH2:12][CH2:11][Br:10])=[CH:4][C:3]=1[F:9], predict the reactants needed to synthesize it. The reactants are: [Cl:1][C:2]1[CH:7]=[CH:6][C:5]([OH:8])=[CH:4][C:3]=1[F:9].[Br:10][CH2:11][CH2:12]Br.[OH-].[Na+].